Dataset: NCI-60 drug combinations with 297,098 pairs across 59 cell lines. Task: Regression. Given two drug SMILES strings and cell line genomic features, predict the synergy score measuring deviation from expected non-interaction effect. Drug 1: CNC(=O)C1=CC=CC=C1SC2=CC3=C(C=C2)C(=NN3)C=CC4=CC=CC=N4. Synergy scores: CSS=24.1, Synergy_ZIP=3.32, Synergy_Bliss=6.75, Synergy_Loewe=6.09, Synergy_HSA=6.26. Drug 2: CC(CN1CC(=O)NC(=O)C1)N2CC(=O)NC(=O)C2. Cell line: HCT-15.